Dataset: Forward reaction prediction with 1.9M reactions from USPTO patents (1976-2016). Task: Predict the product of the given reaction. (1) Given the reactants [F:1][C:2]1[CH:7]=[CH:6][C:5]([N:8]2[CH2:12][CH:11]=[CH:10][CH2:9]2)=[CH:4][CH:3]=1.C(=O)([O-])[OH:14].[K+].OO.S([O-])([O-])(=O)=S.[Na+].[Na+], predict the reaction product. The product is: [F:1][C:2]1[CH:3]=[CH:4][C:5]([N:8]2[CH2:12][CH:11]3[CH:10]([O:14]3)[CH2:9]2)=[CH:6][CH:7]=1. (2) Given the reactants [CH:1]1([C:4]2[NH:5][C:6]3[C:11]([CH:12]=2)=[C:10]([C:13]([F:16])([F:15])[F:14])[C:9]([C:17]#[N:18])=[CH:8][CH:7]=3)[CH2:3][CH2:2]1.Cl[CH2:20][C:21]1[N:25]=[C:24]([C:26]2[CH:31]=[C:30]([C:32]([F:35])([F:34])[F:33])[CH:29]=[CH:28][C:27]=2[F:36])[O:23][N:22]=1, predict the reaction product. The product is: [CH:1]1([C:4]2[N:5]([CH2:20][C:21]3[N:25]=[C:24]([C:26]4[CH:31]=[C:30]([C:32]([F:34])([F:35])[F:33])[CH:29]=[CH:28][C:27]=4[F:36])[O:23][N:22]=3)[C:6]3[C:11]([CH:12]=2)=[C:10]([C:13]([F:14])([F:15])[F:16])[C:9]([C:17]#[N:18])=[CH:8][CH:7]=3)[CH2:2][CH2:3]1.